Predict the product of the given reaction. From a dataset of Forward reaction prediction with 1.9M reactions from USPTO patents (1976-2016). (1) Given the reactants [CH3:1][C:2]1[N:6]([CH:7]([CH3:9])[CH3:8])[C:5]([C:10]2[CH:15]=[CH:14][N:13]=[C:12]([NH:16][CH:17]3[CH2:22][CH2:21][NH:20][CH2:19][CH2:18]3)[N:11]=2)=[CH:4][N:3]=1.Cl[CH2:24][CH2:25][S:26](Cl)(=[O:28])=[O:27], predict the reaction product. The product is: [CH:25]([S:26]([N:20]1[CH2:19][CH2:18][CH:17]([NH:16][C:12]2[N:11]=[C:10]([C:5]3[N:6]([CH:7]([CH3:9])[CH3:8])[C:2]([CH3:1])=[N:3][CH:4]=3)[CH:15]=[CH:14][N:13]=2)[CH2:22][CH2:21]1)(=[O:28])=[O:27])=[CH2:24]. (2) Given the reactants [F:1][C:2]1[CH:7]=[CH:6][C:5]([C:8]2[C:16]3[C:11](=[CH:12][CH:13]=[CH:14][CH:15]=3)[N:10]([CH:17]([CH3:19])[CH3:18])[CH:9]=2)=[CH:4][CH:3]=1.CO/[CH:22]=[CH:23]/[C:24]([O:26][CH3:27])=[O:25].Br.C(O)(=O)C, predict the reaction product. The product is: [F:1][C:2]1[CH:7]=[CH:6][C:5]([C:8]2[C:16]3[C:11](=[CH:12][CH:13]=[CH:14][CH:15]=3)[N:10]([CH:17]([CH3:19])[CH3:18])[C:9]=2/[CH:22]=[CH:23]/[C:24]([O:26][CH3:27])=[O:25])=[CH:4][CH:3]=1.